This data is from Reaction yield outcomes from USPTO patents with 853,638 reactions. The task is: Predict the reaction yield, written as a fraction of the theoretical maximum amount of product (1.0 means a 100% yield; for example, 0.34 means a 34% yield). (1) The reactants are [CH:1]([C:4]1[CH:11]=[CH:10][C:7]([CH:8]=O)=[CH:6][CH:5]=1)([CH3:3])[CH3:2].[NH2:12][C:13]1[N:14]=[N:15][C:16]([CH3:19])=[CH:17][CH:18]=1.C([O:22][C:23](=O)[C:24]([OH:36])=[CH:25][C:26]([C:28]1[CH:33]=[CH:32][CH:31]=[C:30]([O:34][CH3:35])[CH:29]=1)=[O:27])C. No catalyst specified. The product is [OH:36][C:24]1[C:23](=[O:22])[N:12]([C:13]2[N:14]=[N:15][C:16]([CH3:19])=[CH:17][CH:18]=2)[CH:8]([C:7]2[CH:10]=[CH:11][C:4]([CH:1]([CH3:3])[CH3:2])=[CH:5][CH:6]=2)[C:25]=1[C:26](=[O:27])[C:28]1[CH:33]=[CH:32][CH:31]=[C:30]([O:34][CH3:35])[CH:29]=1. The yield is 0.100. (2) The yield is 0.480. The reactants are [CH2:1]([SH:7])[CH2:2][CH2:3][CH2:4][CH2:5][CH3:6].O.O.O.C([O-])(=O)C.[Na+].[C:16]1([N:22]2[C:26](=[O:27])[CH:25]=[C:24](Br)[C:23]2=[O:29])[CH:21]=[CH:20][CH:19]=[CH:18][CH:17]=1. The catalyst is CO. The product is [C:16]1([N:22]2[C:26](=[O:27])[CH:25]=[C:24]([S:7][CH2:1][CH2:2][CH2:3][CH2:4][CH2:5][CH3:6])[C:23]2=[O:29])[CH:17]=[CH:18][CH:19]=[CH:20][CH:21]=1. (3) The catalyst is C(Cl)Cl. The product is [CH3:1][N:2]([CH3:16])[C:3]1[CH:4]=[CH:5][C:6]2[C:13](=[O:14])[CH2:12][CH2:11][CH2:10][CH:9]=[CH:8][C:7]=2[CH:15]=1. The yield is 0.650. The reactants are [CH3:1][N:2]([CH3:16])[C:3]1[CH:4]=[CH:5][C:6]2[CH:13]([OH:14])[CH2:12][CH2:11][CH2:10][CH:9]=[CH:8][C:7]=2[CH:15]=1.C(C1C(=O)C(Cl)=C(Cl)C(=O)C=1C#N)#N. (4) The reactants are C1(S([N:10]2[C:14]3[CH:15]=[N:16][C:17]([C:31]#[N:32])=[C:18]([CH2:19][CH:20]4[CH2:25][CH2:24][N:23]([CH2:26][C:27]([F:30])([F:29])[F:28])[CH2:22][CH2:21]4)[C:13]=3[C:12]3[CH:33]=[CH:34][CH:35]=[N:36][C:11]2=3)(=O)=O)C=CC=CC=1.[F-].C([N+](CCCC)(CCCC)CCCC)CCC. No catalyst specified. The product is [F:30][C:27]([F:28])([F:29])[CH2:26][N:23]1[CH2:22][CH2:21][CH:20]([CH2:19][C:18]2[C:13]3[C:12]4[CH:33]=[CH:34][CH:35]=[N:36][C:11]=4[NH:10][C:14]=3[CH:15]=[N:16][C:17]=2[C:31]#[N:32])[CH2:25][CH2:24]1. The yield is 0.800. (5) The reactants are [NH2:1][C:2]1[CH:3]=[C:4]([CH:16]=[CH:17][CH:18]=1)[O:5][C:6]1[CH:11]=[CH:10][N:9]=[C:8]2[NH:12][C:13](=[O:15])[NH:14][C:7]=12.[N:19]1[S:20][N:21]=[C:22]2[CH:27]=[C:26]([C:28](Cl)=[O:29])[CH:25]=[CH:24][C:23]=12. No catalyst specified. The product is [O:15]=[C:13]1[NH:12][C:8]2=[N:9][CH:10]=[CH:11][C:6]([O:5][C:4]3[CH:3]=[C:2]([NH:1][C:28]([C:26]4[CH:25]=[CH:24][C:23]5=[N:19][S:20][N:21]=[C:22]5[CH:27]=4)=[O:29])[CH:18]=[CH:17][CH:16]=3)=[C:7]2[NH:14]1. The yield is 0.330. (6) The reactants are [CH3:1][O:2][C:3](=[O:15])[C:4]1[CH:9]=[C:8]([CH3:10])[CH:7]=[C:6]([N+:11]([O-])=O)[C:5]=1[NH2:14].[H][H]. The catalyst is CO.[Pd]. The product is [CH3:1][O:2][C:3](=[O:15])[C:4]1[CH:9]=[C:8]([CH3:10])[CH:7]=[C:6]([NH2:11])[C:5]=1[NH2:14]. The yield is 0.950. (7) The reactants are [OH:1][C:2]1[C:11]2[C:6](=[C:7]3[CH:15]=[CH:14][CH:13]=[C:12]([CH3:16])[C:8]3=[CH:9][CH:10]=2)[O:5][C:4](=[O:17])[CH:3]=1.CC(O)=O.Cl[CH2:23][C:24](=O)[CH3:25]. The catalyst is C1(C)C=CC=CC=1.CCO.O. The product is [CH3:16][C:12]1[C:8]2[CH:9]=[CH:10][C:11]3[C:2]4[O:1][CH:23]=[C:24]([CH3:25])[C:3]=4[C:4](=[O:17])[O:5][C:6]=3[C:7]=2[CH:15]=[CH:14][CH:13]=1. The yield is 0.600.